From a dataset of Retrosynthesis with 50K atom-mapped reactions and 10 reaction types from USPTO. Predict the reactants needed to synthesize the given product. (1) Given the product COc1ccc(NC(C)=O)cc1C(C)=O, predict the reactants needed to synthesize it. The reactants are: CC(=O)Nc1ccc(O)c(C(C)=O)c1.CI. (2) Given the product CCS(=O)(=O)NC(=O)c1cnn2c(Nc3cc(C)ccc3F)c(C(=O)N3CCC(c4ccc5ccccc5c4)CC3)cnc12, predict the reactants needed to synthesize it. The reactants are: CCS(N)(=O)=O.Cc1ccc(F)c(Nc2c(C(=O)N3CCC(c4ccc5ccccc5c4)CC3)cnc3c(C(=O)O)cnn23)c1. (3) The reactants are: CN(c1ccc(C(F)(F)F)cc1)S(=O)(=O)c1ccc(C(=O)O)cc1.Nc1nc(-c2ccccn2)cs1. Given the product CN(c1ccc(C(F)(F)F)cc1)S(=O)(=O)c1ccc(C(=O)Nc2nc(-c3ccccn3)cs2)cc1, predict the reactants needed to synthesize it. (4) Given the product CCC[C@@H](C)[C@@H](C)[C@@H](CC(=O)OCC)NC(C)=O, predict the reactants needed to synthesize it. The reactants are: CCC[C@@H](C)[C@@H](C)/C(=C/C(=O)OCC)NC(C)=O. (5) Given the product CC(C)(O)CNc1c([N+](=O)[O-])cnc2cc(OCc3ccccc3)ccc12, predict the reactants needed to synthesize it. The reactants are: CC(C)(O)CN.O=[N+]([O-])c1cnc2cc(OCc3ccccc3)ccc2c1Cl. (6) Given the product CON(C)C(=O)c1ccc2nc(N)c(-c3ccccc3)n2c1, predict the reactants needed to synthesize it. The reactants are: CNOC.Nc1nc2ccc(C(=O)O)cn2c1-c1ccccc1. (7) Given the product Cc1oc(-c2ccccc2)nc1CCC#N, predict the reactants needed to synthesize it. The reactants are: Cc1oc(-c2ccccc2)nc1CCC(N)=O. (8) Given the product CC(C)(C)OC(=O)NCc1ccc(-c2nc3ccnc(CO)c3cc2-c2ccccc2)cc1, predict the reactants needed to synthesize it. The reactants are: CC(C)(C)OC(=O)NCc1ccc(-c2nc3ccnc(C=O)c3cc2-c2ccccc2)cc1. (9) Given the product COC(=O)c1cc(F)cc(NC(=O)C(F)(F)F)c1Br, predict the reactants needed to synthesize it. The reactants are: COC(=O)c1cc(F)cc(N)c1Br.O=C(OC(=O)C(F)(F)F)C(F)(F)F. (10) Given the product CC(=O)SCC(C)C(=O)N(CC(=O)OC(C)(C)C)CC1CCCO1, predict the reactants needed to synthesize it. The reactants are: CC(=O)SCC(C)C(=O)O.CC(C)(C)OC(=O)CNCC1CCCO1.